Dataset: Reaction yield outcomes from USPTO patents with 853,638 reactions. Task: Predict the reaction yield, written as a fraction of the theoretical maximum amount of product (1.0 means a 100% yield; for example, 0.34 means a 34% yield). (1) The reactants are [F:1][C:2]([F:7])([F:6])[C:3]([OH:5])=[O:4].[C:8]([C:10]1[CH:11]=[C:12]([C:20]2[O:24][N:23]=[C:22]([C:25]3[C:35]4[CH2:34][CH2:33][N:32](C(OC(C)(C)C)=O)[CH2:31][CH2:30][C:29]=4[CH:28]=[CH:27][CH:26]=3)[N:21]=2)[CH:13]=[CH:14][C:15]=1[O:16][CH:17]([CH3:19])[CH3:18])#[N:9]. The catalyst is C(Cl)Cl. The product is [F:1][C:2]([F:7])([F:6])[C:3]([OH:5])=[O:4].[CH3:19][CH:17]([O:16][C:15]1[CH:14]=[CH:13][C:12]([C:20]2[O:24][N:23]=[C:22]([C:25]3[C:35]4[CH2:34][CH2:33][NH:32][CH2:31][CH2:30][C:29]=4[CH:28]=[CH:27][CH:26]=3)[N:21]=2)=[CH:11][C:10]=1[C:8]#[N:9])[CH3:18]. The yield is 1.09. (2) The reactants are C(N(CC)CC)C.[C:8]1([CH2:14][O:15][C:16]([C:18]2([NH2:24])[CH2:23][CH2:22][CH2:21][CH2:20][CH2:19]2)=[O:17])[CH:13]=[CH:12][CH:11]=[CH:10][CH:9]=1.[C:25]1([CH2:31][C:32](Cl)=[O:33])[CH:30]=[CH:29][CH:28]=[CH:27][CH:26]=1. The catalyst is O1CCCC1. The product is [C:8]1([CH2:14][O:15][C:16]([C:18]2([NH:24][C:32](=[O:33])[CH2:31][C:25]3[CH:30]=[CH:29][CH:28]=[CH:27][CH:26]=3)[CH2:19][CH2:20][CH2:21][CH2:22][CH2:23]2)=[O:17])[CH:9]=[CH:10][CH:11]=[CH:12][CH:13]=1. The yield is 0.910. (3) The reactants are Br[CH2:2][C:3]1[CH:4]=[C:5]([CH:10]=[C:11]([O:13][CH3:14])[CH:12]=1)[C:6]([O:8][CH3:9])=[O:7].[N-:15]=[N+:16]=[N-:17].[Na+]. The catalyst is CN(C=O)C.C(OCC)(=O)C. The product is [N:15]([CH2:2][C:3]1[CH:4]=[C:5]([CH:10]=[C:11]([O:13][CH3:14])[CH:12]=1)[C:6]([O:8][CH3:9])=[O:7])=[N+:16]=[N-:17]. The yield is 0.910. (4) The reactants are C(N(CC)CC)C.C1C=CC(N([S:15]([C:18]([F:21])([F:20])[F:19])(=[O:17])=[O:16])[S:15]([C:18]([F:21])([F:20])[F:19])(=[O:17])=[O:16])=CC=1.[F:29][C:30]1[CH:35]=[CH:34][C:33]([C:36]2[O:37][C:38]3[CH:48]=[C:47]([N+:49]([O-:51])=[O:50])[C:46]([OH:52])=[CH:45][C:39]=3[C:40]=2[C:41]([NH:43][CH3:44])=[O:42])=[CH:32][CH:31]=1. The catalyst is C(Cl)Cl.CCOC(C)=O. The product is [F:19][C:18]([F:21])([F:20])[S:15]([O:52][C:46]1[C:47]([N+:49]([O-:51])=[O:50])=[CH:48][C:38]2[O:37][C:36]([C:33]3[CH:32]=[CH:31][C:30]([F:29])=[CH:35][CH:34]=3)=[C:40]([C:41](=[O:42])[NH:43][CH3:44])[C:39]=2[CH:45]=1)(=[O:17])=[O:16]. The yield is 0.670. (5) The reactants are [C:1](Cl)(=[O:3])[CH3:2].[O:5]1[CH:9]=[CH:8][CH2:7][CH2:6]1. The catalyst is C(Cl)Cl. The product is [C:1]([C:7]1[CH:8]=[CH:9][C:6]2[O:5][CH2:9][CH2:8][C:7]=2[CH:6]=1)(=[O:3])[CH3:2]. The yield is 0.930. (6) The reactants are [C:1]([O:5][C:6](=[O:21])[CH2:7][O:8][C:9]1[C:18]2[CH2:17][CH2:16][CH2:15][C:14](=[O:19])[C:13]=2[CH:12]=[C:11]([OH:20])[CH:10]=1)([CH3:4])([CH3:3])[CH3:2].[C:22](=O)([O-])[O-].[K+].[K+].IC. The catalyst is CC(C)=O.CN(C=O)C.O.[Cl-].[Na+].O. The product is [C:1]([O:5][C:6](=[O:21])[CH2:7][O:8][C:9]1[C:18]2[CH2:17][CH2:16][CH2:15][C:14](=[O:19])[C:13]=2[CH:12]=[C:11]([O:20][CH3:22])[CH:10]=1)([CH3:4])([CH3:2])[CH3:3]. The yield is 0.940. (7) The reactants are [CH:1]1([CH2:4][NH:5][C:6](=[O:12])[O:7][C:8]([CH3:11])([CH3:10])[CH3:9])[CH2:3][CH2:2]1.[Li]CCCC.Cl[CH2:19][O:20][CH3:21]. The catalyst is C1COCC1. The product is [CH:1]1([CH2:4][N:5]([CH2:19][O:20][CH3:21])[C:6](=[O:12])[O:7][C:8]([CH3:9])([CH3:11])[CH3:10])[CH2:2][CH2:3]1. The yield is 0.910. (8) The reactants are F[C:2]1[CH:7]=[CH:6][C:5]([N+:8]([O-:10])=[O:9])=[C:4]([F:11])[C:3]=1[CH3:12].[CH2:13]([OH:20])[C:14]1[CH:19]=[CH:18][CH:17]=[CH:16][CH:15]=1.C([O-])([O-])=O.[K+].[K+].O. The catalyst is CN(C=O)C. The product is [CH2:13]([O:20][C:2]1[CH:7]=[CH:6][C:5]([N+:8]([O-:10])=[O:9])=[C:4]([F:11])[C:3]=1[CH3:12])[C:14]1[CH:19]=[CH:18][CH:17]=[CH:16][CH:15]=1. The yield is 0.330. (9) The reactants are Br[CH2:2][CH2:3][C:4]1[CH:9]=[CH:8][CH:7]=[CH:6][CH:5]=1.[NH:10]1[CH2:15][CH2:14][NH:13][CH2:12][C:11]1=[O:16].C([O-])([O-])=O.[K+].[K+]. The catalyst is CS(C)=O. The product is [CH2:2]([N:13]1[CH2:14][CH2:15][NH:10][C:11](=[O:16])[CH2:12]1)[CH2:3][C:4]1[CH:9]=[CH:8][CH:7]=[CH:6][CH:5]=1. The yield is 0.740. (10) The reactants are Br[C:2]1[CH:7]=[CH:6][C:5]([C:8]2[CH:12]=[CH:11][N:10]([CH2:13][CH2:14][C:15]([OH:17])=[O:16])[C:9]=2[C:18]2[CH:23]=[CH:22][C:21]([C:24]#[N:25])=[CH:20][C:19]=2[CH3:26])=[CH:4][CH:3]=1.[NH:27]1[CH:31]=[CH:30][N:29]=[CH:28]1.N1CCC[C@H]1C(O)=O.C([O-])([O-])=O.[K+].[K+]. The catalyst is CS(C)=O.[Cu]I. The product is [N:27]1([C:2]2[CH:7]=[CH:6][C:5]([C:8]3[CH:12]=[CH:11][N:10]([CH2:13][CH2:14][C:15]([OH:17])=[O:16])[C:9]=3[C:18]3[CH:23]=[CH:22][C:21]([C:24]#[N:25])=[CH:20][C:19]=3[CH3:26])=[CH:4][CH:3]=2)[CH:31]=[CH:30][N:29]=[CH:28]1. The yield is 0.489.